Dataset: Forward reaction prediction with 1.9M reactions from USPTO patents (1976-2016). Task: Predict the product of the given reaction. (1) Given the reactants C([Sn]([CH2:12][CH2:13][CH2:14][CH3:15])([CH2:12][CH2:13][CH2:14][CH3:15])[CH2:12][CH2:13][CH2:14][CH3:15])=C.[Cl-].[Li+].BrC1C=[C:21]2[C:25](=[CH:26][CH:27]=1)[N:24]([CH3:28])[C:23]([C:29]1[CH:34]=[CH:33][C:32]([Cl:35])=[CH:31][CH:30]=1)=[C:22]2[CH2:36][CH2:37][C:38]([O:40][CH3:41])=[O:39], predict the reaction product. The product is: [Cl:35][C:32]1[CH:33]=[CH:34][C:29]([C:23]2[N:24]([CH3:28])[C:25]3[C:21]([C:22]=2[CH2:36][CH2:37][C:38]([O:40][CH3:41])=[O:39])=[CH:12][C:13]([CH:14]=[CH2:15])=[CH:27][CH:26]=3)=[CH:30][CH:31]=1. (2) Given the reactants Br[C:2]1[C:11]2[C:6](=[C:7]([C:12]([F:15])([F:14])[F:13])[CH:8]=[CH:9][CH:10]=2)[N:5]=[CH:4][C:3]=1[S:16][C:17]1[CH:22]=[CH:21][CH:20]=[CH:19][CH:18]=1.[C:23]1(SC2C=N[C:23]3[C:28](C=2O)=[CH:27][CH:26]=[CH:25][C:24]=3C(F)(F)F)[CH:28]=[CH:27][CH:26]=[CH:25][CH:24]=1, predict the reaction product. The product is: [C:23]1([C:2]2[C:11]3[C:6](=[C:7]([C:12]([F:15])([F:14])[F:13])[CH:8]=[CH:9][CH:10]=3)[N:5]=[CH:4][C:3]=2[S:16][C:17]2[CH:22]=[CH:21][CH:20]=[CH:19][CH:18]=2)[CH:28]=[CH:27][CH:26]=[CH:25][CH:24]=1. (3) Given the reactants [NH4+:1].[Cl-].C([O:5][C:6]([C:8]1[N:9]([CH3:13])[CH:10]=[CH:11][N:12]=1)=O)C, predict the reaction product. The product is: [CH3:13][N:9]1[CH:10]=[CH:11][N:12]=[C:8]1[C:6]([NH2:1])=[O:5]. (4) Given the reactants [O:1]1[CH2:6][CH2:5][CH:4]([C:7]([NH2:9])=O)[CH2:3][CH2:2]1.COC1C=CC(P2(SP(C3C=CC(OC)=CC=3)(=S)S2)=[S:19])=CC=1.C([O-])(O)=O.[Na+], predict the reaction product. The product is: [O:1]1[CH2:6][CH2:5][CH:4]([C:7](=[S:19])[NH2:9])[CH2:3][CH2:2]1. (5) Given the reactants [NH2:1][C:2]1[CH:7]=[CH:6][C:5]([N+:8]([O-:10])=[O:9])=[CH:4][C:3]=1[SH:11].C(N(CC)CC)C.Cl[CH2:20][C:21](=O)[CH2:22][C:23]([O:25][CH2:26][CH3:27])=[O:24], predict the reaction product. The product is: [CH2:26]([O:25][C:23](=[O:24])[CH2:22][C:21]1[NH:1][C:2]2[CH:7]=[CH:6][C:5]([N+:8]([O-:10])=[O:9])=[CH:4][C:3]=2[S:11][CH:20]=1)[CH3:27]. (6) Given the reactants [CH2:1]([O:11][CH2:12][C:13]1[CH:18]=[CH:17][CH:16]=[CH:15][CH:14]=1)[CH2:2][CH2:3][CH2:4][CH2:5][CH2:6][CH2:7][CH2:8][CH:9]=[CH2:10].C1(N=NC=CC2CCCCC2)CCCCC1.C([O-])([O-])=O.[Cs+].[Cs+].Br[C:42]1[CH:47]=[CH:46][C:45]([C:48]([F:51])([F:50])[F:49])=[CH:44][CH:43]=1, predict the reaction product. The product is: [CH2:12]([O:11][CH2:1][CH2:2][CH2:3][CH2:4][CH2:5][CH2:6][CH2:7][CH2:8]/[CH:9]=[CH:10]/[C:42]1[CH:47]=[CH:46][C:45]([C:48]([F:51])([F:50])[F:49])=[CH:44][CH:43]=1)[C:13]1[CH:14]=[CH:15][CH:16]=[CH:17][CH:18]=1. (7) Given the reactants [NH2:1][C:2]1[N:7]=[CH:6][C:5]([C:8]2[C:9]3[CH2:23][CH2:22][N:21]([C@@:24]4([CH3:42])[CH2:28][CH2:27][N:26]([C:29](=[O:41])[C:30]([NH:33]C(=O)OC(C)(C)C)([CH3:32])[CH3:31])[CH2:25]4)[C:10]=3[N:11]=[C:12]([N:14]3[CH2:19][CH2:18][O:17][CH2:16][C@@H:15]3[CH3:20])[N:13]=2)=[CH:4][N:3]=1.Cl.O1CCOCC1.C1(C)C=CC=CC=1, predict the reaction product. The product is: [NH2:33][C:30]([CH3:31])([CH3:32])[C:29]([N:26]1[CH2:27][CH2:28][C@@:24]([N:21]2[C:10]3[N:11]=[C:12]([N:14]4[CH2:19][CH2:18][O:17][CH2:16][C@@H:15]4[CH3:20])[N:13]=[C:8]([C:5]4[CH:4]=[N:3][C:2]([NH2:1])=[N:7][CH:6]=4)[C:9]=3[CH2:23][CH2:22]2)([CH3:42])[CH2:25]1)=[O:41]. (8) Given the reactants [Cl:1][C:2]1[CH:3]=[C:4]([C:13](=O)[CH3:14])[CH:5]=[C:6]([O:8][C:9]([F:12])([F:11])[F:10])[CH:7]=1.[CH3:16][C:17]([S@:20]([NH2:22])=[O:21])([CH3:19])[CH3:18], predict the reaction product. The product is: [Cl:1][C:2]1[CH:3]=[C:4]([CH:13]([NH:22][S@@:20]([C:17]([CH3:19])([CH3:18])[CH3:16])=[O:21])[CH3:14])[CH:5]=[C:6]([O:8][C:9]([F:12])([F:11])[F:10])[CH:7]=1. (9) Given the reactants [H-].[Na+].[CH3:3][O:4][C:5]1[CH:10]=[CH:9][C:8]([C:11]2[C:15]3[CH2:16][C:17]4[S:18][C:19]([C:22]5[CH:23]=[CH:24][C:25]([NH2:28])=[N:26][CH:27]=5)=[CH:20][C:21]=4[C:14]=3[NH:13][N:12]=2)=[CH:7][CH:6]=1.[CH3:29][Si:30]([CH2:33][CH2:34][O:35][CH2:36]Cl)([CH3:32])[CH3:31], predict the reaction product. The product is: [CH3:3][O:4][C:5]1[CH:10]=[CH:9][C:8]([C:11]2[C:15]3[CH2:16][C:17]4[S:18][C:19]([C:22]5[CH:23]=[CH:24][C:25]([NH2:28])=[N:26][CH:27]=5)=[CH:20][C:21]=4[C:14]=3[N:13]([CH2:36][O:35][CH2:34][CH2:33][Si:30]([CH3:32])([CH3:31])[CH3:29])[N:12]=2)=[CH:7][CH:6]=1.